This data is from CYP3A4 inhibition data for predicting drug metabolism from PubChem BioAssay. The task is: Regression/Classification. Given a drug SMILES string, predict its absorption, distribution, metabolism, or excretion properties. Task type varies by dataset: regression for continuous measurements (e.g., permeability, clearance, half-life) or binary classification for categorical outcomes (e.g., BBB penetration, CYP inhibition). Dataset: cyp3a4_veith. (1) The compound is C[C@@]12CCC(=O)C=C1CC[C@@H]1[C@@H]2[C@H](O)C[C@]2(C)[C@@H]1CC[C@]2(O)C(=O)CO. The result is 0 (non-inhibitor). (2) The compound is O[C@@H](Cc1ccncc1)C(Cl)(Cl)Cl. The result is 1 (inhibitor). (3) The compound is C=CCN1C(=O)C(CC(=O)Nc2ccccc2)SC1=Nc1ccc(S(N)(=O)=O)cc1. The result is 1 (inhibitor).